Dataset: HIV replication inhibition screening data with 41,000+ compounds from the AIDS Antiviral Screen. Task: Binary Classification. Given a drug SMILES string, predict its activity (active/inactive) in a high-throughput screening assay against a specified biological target. The compound is CCN(CC)C(=S)NN=C(C)c1cccc[n+]1[O-]. The result is 0 (inactive).